Dataset: Catalyst prediction with 721,799 reactions and 888 catalyst types from USPTO. Task: Predict which catalyst facilitates the given reaction. (1) Reactant: Cl.[NH2:2][CH2:3][CH2:4][CH2:5][CH2:6][CH2:7][CH2:8][NH:9][S:10]([C:13]1[CH:18]=[CH:17][CH:16]=[CH:15][C:14]=1[N+:19]([O-:21])=[O:20])(=[O:12])=[O:11].[CH:22]1[C:31]2[C:26](=[CH:27][CH:28]=[CH:29][CH:30]=2)[CH:25]=[CH:24][C:23]=1[CH:32]=O. Product: [CH:22]1[C:31]2[C:26](=[CH:27][CH:28]=[CH:29][CH:30]=2)[CH:25]=[CH:24][C:23]=1[CH2:32][NH:2][CH2:3][CH2:4][CH2:5][CH2:6][CH2:7][CH2:8][NH:9][S:10]([C:13]1[CH:18]=[CH:17][CH:16]=[CH:15][C:14]=1[N+:19]([O-:21])=[O:20])(=[O:11])=[O:12]. The catalyst class is: 11. (2) Reactant: [CH:1]1([CH2:7][CH2:8][O:9][C:10]2[CH:11]=[CH:12][C:13]([CH2:16][O:17]C(=O)C)=[N:14][CH:15]=2)[CH2:6][CH2:5][CH2:4][CH2:3][CH2:2]1.[OH-].[Na+].Cl. Product: [CH:1]1([CH2:7][CH2:8][O:9][C:10]2[CH:11]=[CH:12][C:13]([CH2:16][OH:17])=[N:14][CH:15]=2)[CH2:6][CH2:5][CH2:4][CH2:3][CH2:2]1. The catalyst class is: 5. (3) Reactant: [F:1][C:2]1[CH:7]=[CH:6][C:5]([C:8]([C:11]2[N:15]([CH:16]3[CH2:32][N:20]4[C:21]5[C:26]([C:27]([CH2:28][C:29]([OH:31])=[O:30])=[C:19]4[CH2:18][CH2:17]3)=[CH:25][CH:24]=[CH:23][CH:22]=5)[N:14]=[N:13][CH:12]=2)(O)[CH3:9])=[CH:4][CH:3]=1.Cl. Product: [F:1][C:2]1[CH:7]=[CH:6][C:5]([C:8]([C:11]2[N:15]([CH:16]3[CH2:32][N:20]4[C:21]5[C:26]([C:27]([CH2:28][C:29]([OH:31])=[O:30])=[C:19]4[CH2:18][CH2:17]3)=[CH:25][CH:24]=[CH:23][CH:22]=5)[N:14]=[N:13][CH:12]=2)=[CH2:9])=[CH:4][CH:3]=1. The catalyst class is: 12. (4) Reactant: [F:1][C:2]1[CH:3]=[CH:4][C:5]([O:12][CH3:13])=[C:6]([CH:11]=1)[C:7](OC)=[O:8].C[N:15](C)C=O.C[O-].[Na+]. Product: [F:1][C:2]1[CH:3]=[CH:4][C:5]([O:12][CH3:13])=[C:6]([CH:11]=1)[C:7]([NH2:15])=[O:8]. The catalyst class is: 13. (5) Reactant: [F:1][C:2]1[CH:10]=[CH:9][C:5]([C:6]([NH2:8])=[O:7])=[CH:4][CH:3]=1.[Cl:11][CH2:12][C:13]([CH2:15]Cl)=O. Product: [Cl:11][CH2:12][C:13]1[N:8]=[C:6]([C:5]2[CH:9]=[CH:10][C:2]([F:1])=[CH:3][CH:4]=2)[O:7][CH:15]=1. The catalyst class is: 8.